From a dataset of Forward reaction prediction with 1.9M reactions from USPTO patents (1976-2016). Predict the product of the given reaction. (1) Given the reactants [CH3:1][C:2]([O:5][C:6]([NH:8][C@H:9]([C:11]([NH:13][C@@H:14]([CH2:21][CH2:22][C:23]1[CH:28]=[CH:27][CH:26]=[CH:25][CH:24]=1)/[CH:15]=[CH:16]/[C:17]([O:19]C)=[O:18])=[O:12])[CH3:10])=[O:7])([CH3:4])[CH3:3].[Li+].[OH-].Cl, predict the reaction product. The product is: [CH3:1][C:2]([O:5][C:6]([NH:8][C@H:9]([C:11]([NH:13][C@@H:14]([CH2:21][CH2:22][C:23]1[CH:28]=[CH:27][CH:26]=[CH:25][CH:24]=1)/[CH:15]=[CH:16]/[C:17]([OH:19])=[O:18])=[O:12])[CH3:10])=[O:7])([CH3:3])[CH3:4]. (2) Given the reactants [C:1]([C:3]1[CH:4]=[C:5]([CH:13]([CH2:17][CH:18]2[CH2:22][CH2:21][CH2:20][CH2:19]2)[C:14](O)=[O:15])[CH:6]=[CH:7][C:8]=1[S:9]([CH3:12])(=[O:11])=[O:10])#[N:2].C(Cl)(=O)C(Cl)=O.[NH2:29][C:30]1[CH:35]=[N:34][CH:33]=[CH:32][N:31]=1.C(N(CC)CC)C.Cl, predict the reaction product. The product is: [C:1]([C:3]1[CH:4]=[C:5]([CH:13]([CH2:17][CH:18]2[CH2:22][CH2:21][CH2:20][CH2:19]2)[C:14]([NH:29][C:30]2[CH:35]=[N:34][CH:33]=[CH:32][N:31]=2)=[O:15])[CH:6]=[CH:7][C:8]=1[S:9]([CH3:12])(=[O:10])=[O:11])#[N:2]. (3) Given the reactants C(OC(=O)[N:7]([CH2:26][CH:27]1[CH2:29][CH2:28]1)[C@@H:8]1[CH2:10][C@H:9]1[C:11]1[CH:16]=[CH:15][C:14]([NH:17][C:18]([C:20]2[CH:21]=[N:22][N:23]([CH3:25])[CH:24]=2)=[O:19])=[CH:13][CH:12]=1)(C)(C)C.[ClH:31].COC1CCCC1, predict the reaction product. The product is: [ClH:31].[CH:27]1([CH2:26][NH:7][C@@H:8]2[CH2:10][C@H:9]2[C:11]2[CH:16]=[CH:15][C:14]([NH:17][C:18]([C:20]3[CH:21]=[N:22][N:23]([CH3:25])[CH:24]=3)=[O:19])=[CH:13][CH:12]=2)[CH2:29][CH2:28]1. (4) The product is: [CH2:32]([C@H:11]([C:12]([O:14][CH3:15])=[O:13])[CH2:10][C@@H:9]([C:16]([O:18][CH3:19])=[O:17])[NH:8][C:1]([O:3][C:4]([CH3:7])([CH3:6])[CH3:5])=[O:2])[CH:31]=[CH2:30]. Given the reactants [C:1]([NH:8][C@H:9]([C:16]([O:18][CH3:19])=[O:17])[CH2:10][CH2:11][C:12]([O:14][CH3:15])=[O:13])([O:3][C:4]([CH3:7])([CH3:6])[CH3:5])=[O:2].C[Si]([N-][Si](C)(C)C)(C)C.[Li+].[CH2:30](Br)[CH:31]=[CH2:32], predict the reaction product. (5) Given the reactants Cl[CH2:2][C:3]1[CH:8]=[CH:7][C:6]([C:9]2([C:12]([O:14][CH3:15])=[O:13])[CH2:11][CH2:10]2)=[CH:5][CH:4]=1.Cl.Cl.[F:18][C:19]1[CH:24]=[C:23]([F:25])[CH:22]=[CH:21][C:20]=1[N:26]1[CH2:31][CH2:30][NH:29][CH2:28][CH2:27]1, predict the reaction product. The product is: [F:18][C:19]1[CH:24]=[C:23]([F:25])[CH:22]=[CH:21][C:20]=1[N:26]1[CH2:27][CH2:28][N:29]([CH2:2][C:3]2[CH:8]=[CH:7][C:6]([C:9]3([C:12]([O:14][CH3:15])=[O:13])[CH2:11][CH2:10]3)=[CH:5][CH:4]=2)[CH2:30][CH2:31]1. (6) Given the reactants [CH3:1][C:2]1[C:3]([C:8]([OH:10])=O)=[N:4][CH:5]=[CH:6][CH:7]=1.[CH2:11]([N:15]1[C:23]2[N:22]=[C:21]([Cl:24])[NH:20][C:19]=2[C:18](=[O:25])[N:17]([CH2:26][CH2:27][CH2:28][CH2:29]/[C:30](=[N:33]/[H])/[NH:31]O)[C:16]1=[O:35])[CH2:12][CH2:13][CH3:14], predict the reaction product. The product is: [CH2:11]([N:15]1[C:23]2[N:22]=[C:21]([Cl:24])[NH:20][C:19]=2[C:18](=[O:25])[N:17]([CH2:26][CH2:27][CH2:28][CH2:29][C:30]2[N:31]=[C:8]([C:3]3[C:2]([CH3:1])=[CH:7][CH:6]=[CH:5][N:4]=3)[O:10][N:33]=2)[C:16]1=[O:35])[CH2:12][CH2:13][CH3:14]. (7) Given the reactants [Cl:1][C:2]1[C:3]([O:12][C:13]2[CH:18]=[C:17]([O:19][CH2:20][CH2:21][O:22][CH3:23])[CH:16]=[CH:15][C:14]=2[CH2:24][CH2:25][CH2:26][OH:27])=[N:4][CH:5]=[C:6]([C:8]([F:11])([F:10])[F:9])[CH:7]=1.[CH2:28]([NH2:32])[CH2:29][CH2:30][CH3:31].O.CN(C)[CH:36]=[O:37], predict the reaction product. The product is: [CH2:28]([NH:32][C:36](=[O:37])[O:27][CH2:26][CH2:25][CH2:24][C:14]1[CH:15]=[CH:16][C:17]([O:19][CH2:20][CH2:21][O:22][CH3:23])=[CH:18][C:13]=1[O:12][C:3]1[C:2]([Cl:1])=[CH:7][C:6]([C:8]([F:9])([F:11])[F:10])=[CH:5][N:4]=1)[CH2:29][CH2:30][CH3:31]. (8) Given the reactants [F-].C([N+](CCCC)(CCCC)CCCC)CCC.[Si]([O:26][C@H:27]([CH2:40][CH2:41][CH2:42][CH2:43][CH2:44][CH3:45])[C@@H:28]([N:30]1[CH:38]=[N:37][C:36]2[C:31]1=[N:32][CH:33]=[N:34][C:35]=2[NH2:39])[CH3:29])(C(C)(C)C)(C)C.ClCCl.CO, predict the reaction product. The product is: [NH2:39][C:35]1[N:34]=[CH:33][N:32]=[C:31]2[C:36]=1[N:37]=[CH:38][N:30]2[C@H:28]([C@H:27]([OH:26])[CH2:40][CH2:41][CH2:42][CH2:43][CH2:44][CH3:45])[CH3:29]. (9) The product is: [C:4]([Si:1]([CH3:3])([CH3:2])[O:8][CH2:9][CH:10]([C:12]1[CH:13]=[CH:14][CH:15]=[CH:16][CH:17]=1)[O:11][CH:19]1[CH2:20][CH2:21][CH2:22][CH2:23][O:18]1)([CH3:7])([CH3:6])[CH3:5]. Given the reactants [Si:1]([O:8][CH2:9][CH:10]([C:12]1[CH:17]=[CH:16][CH:15]=[CH:14][CH:13]=1)[OH:11])([C:4]([CH3:7])([CH3:6])[CH3:5])([CH3:3])[CH3:2].[O:18]1[CH:23]=[CH:22][CH2:21][CH2:20][CH2:19]1, predict the reaction product.